Task: Predict the reactants needed to synthesize the given product.. Dataset: Full USPTO retrosynthesis dataset with 1.9M reactions from patents (1976-2016) (1) Given the product [ClH:28].[ClH:28].[NH2:20][CH2:19][C:18](=[O:22])[CH2:17][CH2:16][C:13]1[CH:14]=[CH:15][C:10]([C:8]2[N:9]=[C:5]([NH2:4])[S:6][CH:7]=2)=[CH:11][CH:12]=1, predict the reactants needed to synthesize it. The reactants are: C([NH:4][C:5]1[S:6][CH:7]=[C:8]([C:10]2[CH:15]=[CH:14][C:13]([CH2:16][CH2:17][C:18]3[O:22]C=[N:20][C:19]=3C(OCC)=O)=[CH:12][CH:11]=2)[N:9]=1)(=O)C.[ClH:28]. (2) Given the product [C:35]([CH2:34][N:3]1[C:2](=[O:1])[CH2:7][O:6][C:5]2[N:8]=[C:9]([C:18]3[CH:19]=[CH:20][C:21]([CH2:22][NH:23][C:24](=[O:30])[O:25][C:26]([CH3:27])([CH3:28])[CH3:29])=[CH:31][CH:32]=3)[C:10]([C:12]3[CH:13]=[CH:14][CH:15]=[CH:16][CH:17]=3)=[CH:11][C:4]1=2)#[N:36], predict the reactants needed to synthesize it. The reactants are: [O:1]=[C:2]1[CH2:7][O:6][C:5]2[N:8]=[C:9]([C:18]3[CH:32]=[CH:31][C:21]([CH2:22][NH:23][C:24](=[O:30])[O:25][C:26]([CH3:29])([CH3:28])[CH3:27])=[CH:20][CH:19]=3)[C:10]([C:12]3[CH:17]=[CH:16][CH:15]=[CH:14][CH:13]=3)=[CH:11][C:4]=2[NH:3]1.Br[CH2:34][C:35]#[N:36].C(=O)([O-])[O-].[K+].[K+]. (3) Given the product [NH2:42][C:2]1[C:11]2[C:6](=[CH:7][C:8]([CH2:12][N:13]3[CH2:18][CH2:17][N:16]([C:19](=[O:28])[CH:20]=[CH:21][C:22]4[S:23][CH:24]=[C:25]([Br:27])[CH:26]=4)[C@@H:15]([CH3:29])[C:14]3=[O:30])=[CH:9][CH:10]=2)[N:5]=[CH:4][CH:3]=1, predict the reactants needed to synthesize it. The reactants are: Cl[C:2]1[C:11]2[C:6](=[CH:7][C:8]([CH2:12][N:13]3[CH2:18][CH2:17][N:16]([C:19](=[O:28])[CH:20]=[CH:21][C:22]4[S:23][CH:24]=[C:25]([Br:27])[CH:26]=4)[C@@H:15]([CH3:29])[C:14]3=[O:30])=[CH:9][CH:10]=2)[N:5]=[CH:4][CH:3]=1.C1(O)C=CC=CC=1.C([O-])(=O)C.[NH4+:42]. (4) Given the product [Cl:12][C:11]1[C:2]2[N:3]([N:14]=[N:15][N:16]=2)[C:4]2[C:9]([N:10]=1)=[CH:8][C:7]([Cl:13])=[CH:6][CH:5]=2, predict the reactants needed to synthesize it. The reactants are: Cl[C:2]1[C:11]([Cl:12])=[N:10][C:9]2[C:4](=[CH:5][CH:6]=[C:7]([Cl:13])[CH:8]=2)[N:3]=1.[N-:14]=[N+:15]=[N-:16].[Na+]. (5) Given the product [NH2:18][C:16]1[C:15]([O:21][CH3:22])=[CH:14][C:3]([C:4]([NH:6][CH:7]2[CH2:12][CH2:11][N:10]([CH3:13])[CH2:9][CH2:8]2)=[O:5])=[C:2]([F:1])[CH:17]=1, predict the reactants needed to synthesize it. The reactants are: [F:1][C:2]1[CH:17]=[C:16]([N+:18]([O-])=O)[C:15]([O:21][CH3:22])=[CH:14][C:3]=1[C:4]([NH:6][CH:7]1[CH2:12][CH2:11][N:10]([CH3:13])[CH2:9][CH2:8]1)=[O:5].